From a dataset of Forward reaction prediction with 1.9M reactions from USPTO patents (1976-2016). Predict the product of the given reaction. (1) Given the reactants [CH3:1][O:2][C:3]([C:5]1[C:13]2[C:8](=[N:9][CH:10]=[CH:11][CH:12]=2)[N:7]([S:14]([C:17]2[CH:22]=[CH:21][CH:20]=[CH:19][CH:18]=2)(=[O:16])=[O:15])[C:6]=1[CH3:23])=[O:4].C1C(=O)N([Br:31])C(=O)C1.CC(N=NC(C#N)(C)C)(C#N)C, predict the reaction product. The product is: [CH3:1][O:2][C:3]([C:5]1[C:13]2[C:8](=[N:9][CH:10]=[CH:11][CH:12]=2)[N:7]([S:14]([C:17]2[CH:22]=[CH:21][CH:20]=[CH:19][CH:18]=2)(=[O:15])=[O:16])[C:6]=1[CH2:23][Br:31])=[O:4]. (2) Given the reactants Cl.[C@H:2]12[CH2:8][C@H:5]([NH:6][CH2:7]1)[CH2:4][N:3]2[CH2:9][C:10]1[CH:25]=[CH:24][C:13]([O:14][C:15]2[S:16][C:17]3[CH:23]=[CH:22][CH:21]=[CH:20][C:18]=3[N:19]=2)=[CH:12][CH:11]=1.CCN(CC)CC.[C:33](OC(=O)C)(=[O:35])[CH3:34], predict the reaction product. The product is: [S:16]1[C:17]2[CH:23]=[CH:22][CH:21]=[CH:20][C:18]=2[N:19]=[C:15]1[O:14][C:13]1[CH:12]=[CH:11][C:10]([CH2:9][N:3]2[CH2:4][C@@H:5]3[CH2:8][C@H:2]2[CH2:7][N:6]3[C:33](=[O:35])[CH3:34])=[CH:25][CH:24]=1. (3) Given the reactants C[O:2][C:3](=[O:25])[CH:4]([N:11]1[C:16](=[O:17])[CH:15]=[C:14]([O:18][C:19]2[CH:24]=[CH:23][CH:22]=[CH:21][CH:20]=2)[CH:13]=[N:12]1)[CH2:5][CH:6]1[CH2:10][CH2:9][CH2:8][CH2:7]1.[OH-].[Na+].O.Cl, predict the reaction product. The product is: [CH:6]1([CH2:5][CH:4]([N:11]2[C:16](=[O:17])[CH:15]=[C:14]([O:18][C:19]3[CH:24]=[CH:23][CH:22]=[CH:21][CH:20]=3)[CH:13]=[N:12]2)[C:3]([OH:25])=[O:2])[CH2:10][CH2:9][CH2:8][CH2:7]1. (4) The product is: [N:60]([CH2:24][C@H:23]1[O:22][C@@H:21]([N:26]2[C:43]3[N:42]=[CH:41][N:40]=[C:30]([NH:31][C:32](=[O:39])[C:33]4[CH:38]=[CH:37][CH:36]=[CH:35][CH:34]=4)[C:29]=3[N:28]=[CH:27]2)[C@H:20]([O:44][CH3:45])[C@@H:19]1[O:18][Si:1]([C:14]([CH3:15])([CH3:16])[CH3:17])([C:8]1[CH:9]=[CH:10][CH:11]=[CH:12][CH:13]=1)[C:2]1[CH:3]=[CH:4][CH:5]=[CH:6][CH:7]=1)=[N+:61]=[N-:62]. Given the reactants [Si:1]([O:18][C@@H:19]1[C@@H:23]([CH2:24]O)[O:22][C@@H:21]([N:26]2[C:43]3[N:42]=[CH:41][N:40]=[C:30]([NH:31][C:32](=[O:39])[C:33]4[CH:38]=[CH:37][CH:36]=[CH:35][CH:34]=4)[C:29]=3[N:28]=[CH:27]2)[C@@H:20]1[O:44][CH3:45])([C:14]([CH3:17])([CH3:16])[CH3:15])([C:8]1[CH:13]=[CH:12][CH:11]=[CH:10][CH:9]=1)[C:2]1[CH:7]=[CH:6][CH:5]=[CH:4][CH:3]=1.[N+](C1C=CC(S(Cl)(=O)=O)=CC=1)([O-])=O.[Li][N:60]=[N+:61]=[N-:62], predict the reaction product. (5) Given the reactants [NH2:1][CH2:2][C:3]([CH3:7])([CH3:6])[CH2:4][OH:5].[CH3:8][C:9]([CH3:29])([O:11][C:12]([NH:14][C@@H:15]([C:19](ON1C(=O)CCC1=O)=[O:20])[CH:16]([CH3:18])[CH3:17])=[O:13])[CH3:10].C(=O)([O-])[O-].[K+].[K+], predict the reaction product. The product is: [OH:5][CH2:4][C:3]([CH3:7])([CH3:6])[CH2:2][NH:1][C:19]([C@@H:15]([NH:14][C:12](=[O:13])[O:11][C:9]([CH3:8])([CH3:29])[CH3:10])[CH:16]([CH3:18])[CH3:17])=[O:20]. (6) Given the reactants [C:1]1([C:7]2[S:11][C:10]([NH2:12])=[N:9][N:8]=2)[CH:6]=[CH:5][CH:4]=[CH:3][CH:2]=1.[Cl:13][CH2:14][CH2:15][CH2:16][C:17](Cl)=[O:18].C(=O)([O-])[O-].[K+].[K+], predict the reaction product. The product is: [Cl:13][CH2:14][CH2:15][CH2:16][C:17]([NH:12][C:10]1[S:11][C:7]([C:1]2[CH:2]=[CH:3][CH:4]=[CH:5][CH:6]=2)=[N:8][N:9]=1)=[O:18]. (7) Given the reactants Br[C:2]1[C:10]2[O:9][CH:8]([CH2:11][O:12][S:13]([C:16]3[CH:21]=[CH:20][C:19]([CH3:22])=[CH:18][CH:17]=3)(=[O:15])=[O:14])[O:7][C:6]=2[CH:5]=[C:4]([Cl:23])[CH:3]=1.[Cl:24][C:25]1[CH:30]=[CH:29][CH:28]=[CH:27][C:26]=1B(O)O, predict the reaction product. The product is: [Cl:24][C:25]1[CH:30]=[CH:29][CH:28]=[CH:27][C:26]=1[C:2]1[C:10]2[O:9][CH:8]([CH2:11][O:12][S:13]([C:16]3[CH:17]=[CH:18][C:19]([CH3:22])=[CH:20][CH:21]=3)(=[O:14])=[O:15])[O:7][C:6]=2[CH:5]=[C:4]([Cl:23])[CH:3]=1.